Dataset: Catalyst prediction with 721,799 reactions and 888 catalyst types from USPTO. Task: Predict which catalyst facilitates the given reaction. (1) Reactant: [CH3:1][N:2]([CH3:29])[C:3]1([C:22]2[CH:27]=[CH:26][CH:25]=[C:24]([F:28])[CH:23]=2)[CH2:8][CH2:7][C:6](=[CH:9][C:10]([NH:12][CH2:13][CH2:14][CH2:15][C:16]2[CH:21]=[CH:20][CH:19]=[CH:18][CH:17]=2)=[O:11])[CH2:5][CH2:4]1. Product: [CH3:29][N:2]([CH3:1])[C:3]1([C:22]2[CH:27]=[CH:26][CH:25]=[C:24]([F:28])[CH:23]=2)[CH2:8][CH2:7][CH:6]([CH2:9][C:10]([NH:12][CH2:13][CH2:14][CH2:15][C:16]2[CH:17]=[CH:18][CH:19]=[CH:20][CH:21]=2)=[O:11])[CH2:5][CH2:4]1. The catalyst class is: 43. (2) Reactant: C(OC(=O)[NH:7][C@H:8]([C:18]1[N:22]([C:23]2[CH:28]=[CH:27][CH:26]=[CH:25][CH:24]=2)[C:21]2[CH:29]=[C:30]([F:33])[CH:31]=[CH:32][C:20]=2[N:19]=1)[CH2:9][O:10][CH2:11][C:12]1[CH:17]=[CH:16][CH:15]=[CH:14][CH:13]=1)(C)(C)C.C(O)(C(F)(F)F)=O. Product: [CH2:11]([O:10][CH2:9][C@H:8]([NH2:7])[C:18]1[N:22]([C:23]2[CH:28]=[CH:27][CH:26]=[CH:25][CH:24]=2)[C:21]2[CH:29]=[C:30]([F:33])[CH:31]=[CH:32][C:20]=2[N:19]=1)[C:12]1[CH:13]=[CH:14][CH:15]=[CH:16][CH:17]=1. The catalyst class is: 2. (3) Reactant: [C:1]([C:5]1[CH:9]=[C:8]([NH2:10])[N:7]([C:11]2[CH:12]=[C:13]([CH2:17][C:18]([N:20]3[CH2:25][CH2:24][O:23][CH2:22][CH2:21]3)=O)[CH:14]=[CH:15][CH:16]=2)[N:6]=1)([CH3:4])([CH3:3])[CH3:2].B.CSC.Cl.[OH-].[Na+]. Product: [C:1]([C:5]1[CH:9]=[C:8]([NH2:10])[N:7]([C:11]2[CH:16]=[CH:15][CH:14]=[C:13]([CH2:17][CH2:18][N:20]3[CH2:21][CH2:22][O:23][CH2:24][CH2:25]3)[CH:12]=2)[N:6]=1)([CH3:4])([CH3:2])[CH3:3]. The catalyst class is: 1. (4) Reactant: [Cl:1][C:2]1[CH:10]=[C:9]2[C:5]([C:6]([CH2:18][C:19]3[CH:24]=[CH:23][CH:22]=[C:21]([Cl:25])[CH:20]=3)([CH:12]3[CH2:17][CH2:16][CH2:15][NH:14][CH2:13]3)[C:7](=[O:11])[NH:8]2)=[CH:4][CH:3]=1.C(N(CC)CC)C.[C:33]([C:35]1[CH:40]=[CH:39][C:38]([N:41]=[C:42]=[O:43])=[CH:37][CH:36]=1)#[N:34]. Product: [C:33]([C:35]1[CH:36]=[CH:37][C:38]([NH:41][C:42]([N:14]2[CH2:15][CH2:16][CH2:17][CH:12]([C:6]3([CH2:18][C:19]4[CH:24]=[CH:23][CH:22]=[C:21]([Cl:25])[CH:20]=4)[C:5]4[C:9](=[CH:10][C:2]([Cl:1])=[CH:3][CH:4]=4)[NH:8][C:7]3=[O:11])[CH2:13]2)=[O:43])=[CH:39][CH:40]=1)#[N:34]. The catalyst class is: 4. (5) Reactant: [F:1][C:2]1[C:3]([N:11]([CH3:13])[CH3:12])=[N:4][CH:5]=[C:6]([N+:8]([O-])=O)[CH:7]=1. Product: [F:1][C:2]1[C:3]([N:11]([CH3:13])[CH3:12])=[N:4][CH:5]=[C:6]([NH2:8])[CH:7]=1. The catalyst class is: 94. (6) Reactant: Br[C:2]1[CH:3]=[C:4]([C:8]2[C:22]([C:23]3[CH:28]=[CH:27][N:26]=[C:25]([NH:29][CH:30]4[CH2:34][CH2:33][CH2:32][CH2:31]4)[N:24]=3)=[C:11]3[CH:12]=[CH:13][CH:14]=[C:15]([NH:16][CH:17]4[CH2:21][CH2:20][CH2:19][CH2:18]4)[N:10]3[N:9]=2)[CH:5]=[CH:6][CH:7]=1.C([SnH](CCCC)CCCC)CCC.N(C(C)(C)C#N)=NC(C)(C)C#N. Product: [CH:17]1([NH:16][C:15]2[N:10]3[N:9]=[C:8]([C:4]4[CH:3]=[CH:2][CH:7]=[CH:6][CH:5]=4)[C:22]([C:23]4[CH:28]=[CH:27][N:26]=[C:25]([NH:29][CH:30]5[CH2:31][CH2:32][CH2:33][CH2:34]5)[N:24]=4)=[C:11]3[CH:12]=[CH:13][CH:14]=2)[CH2:18][CH2:19][CH2:20][CH2:21]1. The catalyst class is: 11. (7) Reactant: [OH-].[K+].Br[CH2:4][C:5]1[CH:29]=[CH:28][C:8]([C:9]([N:11]([C:24]([CH3:27])([CH3:26])[CH3:25])[NH:12][C:13](=[O:23])[C:14]2[CH:19]=[CH:18][CH:17]=[C:16]([O:20][CH3:21])[C:15]=2[CH3:22])=[O:10])=[CH:7][C:6]=1[B:30]1[O:34]C(C)(C)C(C)(C)[O:31]1.B1OC=CC=1.Cl. Product: [C:24]([N:11]([C:9]([C:8]1[CH:28]=[CH:29][C:5]2[CH2:4][O:31][B:30]([OH:34])[C:6]=2[CH:7]=1)=[O:10])[NH:12][C:13](=[O:23])[C:14]1[CH:19]=[CH:18][CH:17]=[C:16]([O:20][CH3:21])[C:15]=1[CH3:22])([CH3:25])([CH3:26])[CH3:27]. The catalyst class is: 6.